This data is from Forward reaction prediction with 1.9M reactions from USPTO patents (1976-2016). The task is: Predict the product of the given reaction. (1) Given the reactants Cl.[NH2:2][CH2:3][C:4]1[CH:9]=[CH:8][C:7]([NH:10][S:11]([CH3:14])(=[O:13])=[O:12])=[C:6]([F:15])[CH:5]=1.[Cl:16][C:17]1[N:22]=[CH:21][C:20]([CH:23]=[CH:24][C:25](O)=[O:26])=[C:19]([C:28]([F:31])([F:30])[F:29])[CH:18]=1, predict the reaction product. The product is: [Cl:16][C:17]1[N:22]=[CH:21][C:20]([CH:23]=[CH:24][C:25]([NH:2][CH2:3][C:4]2[CH:5]=[C:6]([F:15])[C:7]([NH:10][S:11]([CH3:14])(=[O:13])=[O:12])=[CH:8][CH:9]=2)=[O:26])=[C:19]([C:28]([F:31])([F:29])[F:30])[CH:18]=1. (2) Given the reactants [Mg].Br[C:3]1[CH:8]=[CH:7][C:6]([C:9]([F:12])([F:11])[F:10])=[CH:5][CH:4]=1.Cl[P:14]1(=[O:19])[CH2:18][CH:17]=[CH:16][CH2:15]1, predict the reaction product. The product is: [F:10][C:9]([F:12])([F:11])[C:6]1[CH:7]=[CH:8][C:3]([P:14]2(=[O:19])[CH2:18][CH:17]=[CH:16][CH2:15]2)=[CH:4][CH:5]=1. (3) Given the reactants Cl[C:2]1[N:10]=[C:9]2[C:5]([N:6]([CH2:11][C@H:12]3[CH2:17][CH2:16][C@H:15]([CH3:18])[CH2:14][CH2:13]3)[CH:7]=[N:8]2)=[C:4]([C:19]2[CH:24]=[CH:23][CH:22]=[C:21]([Cl:25])[CH:20]=2)[N:3]=1.C[C:27]([N:29](C)C)=O, predict the reaction product. The product is: [Cl:25][C:21]1[CH:20]=[C:19]([C:4]2[N:3]=[C:2]([C:27]#[N:29])[N:10]=[C:9]3[C:5]=2[N:6]([CH2:11][C@H:12]2[CH2:17][CH2:16][C@H:15]([CH3:18])[CH2:14][CH2:13]2)[CH:7]=[N:8]3)[CH:24]=[CH:23][CH:22]=1. (4) Given the reactants N1C=CC=CC=1.S(Cl)([Cl:9])=O.O[CH2:12][C:13]1[CH:22]=[CH:21][C:16]([C:17]([O:19][CH3:20])=[O:18])=[CH:15][N:14]=1.O, predict the reaction product. The product is: [Cl:9][CH2:12][C:13]1[CH:22]=[CH:21][C:16]([C:17]([O:19][CH3:20])=[O:18])=[CH:15][N:14]=1. (5) Given the reactants [CH2:1]([N:8]1[C:20]2[CH2:19][N:18]([C:21]3[N:26]=[CH:25][C:24]([C:27](O)=[O:28])=[CH:23][N:22]=3)[CH2:17][CH2:16][C:15]=2[C:14]2[C:9]1=[CH:10][CH:11]=[CH:12][CH:13]=2)[C:2]1[CH:7]=[CH:6][CH:5]=[CH:4][CH:3]=1.CCN=C=NCCCN(C)C.[NH2:41][O:42][CH:43]1[CH2:48][CH2:47][CH2:46][CH2:45][O:44]1, predict the reaction product. The product is: [O:44]1[CH2:45][CH2:46][CH2:47][CH2:48][CH:43]1[O:42][NH:41][C:27]([C:24]1[CH:23]=[N:22][C:21]([N:18]2[CH2:17][CH2:16][C:15]3[C:14]4[C:9](=[CH:10][CH:11]=[CH:12][CH:13]=4)[N:8]([CH2:1][C:2]4[CH:3]=[CH:4][CH:5]=[CH:6][CH:7]=4)[C:20]=3[CH2:19]2)=[N:26][CH:25]=1)=[O:28]. (6) Given the reactants [Br:1][C:2]1[CH:11]=[C:10]2[C:5]([C:6]([CH3:20])([CH3:19])[CH2:7][CH2:8][C:9]32[C:15](=[O:16])[N:14]([CH3:17])[C:13](=S)[NH:12]3)=[CH:4][CH:3]=1.C(OO)(C)(C)C.[NH4+:27].[OH-], predict the reaction product. The product is: [NH2:27][C:13]1[N:14]([CH3:17])[C:15](=[O:16])[C:9]2([N:12]=1)[C:10]1[C:5](=[CH:4][CH:3]=[C:2]([Br:1])[CH:11]=1)[C:6]([CH3:20])([CH3:19])[CH2:7][CH2:8]2. (7) Given the reactants [CH3:1][C:2]1([CH3:16])[C:6]([CH3:8])([CH3:7])[O:5][B:4]([C:9]2[CH:10]=[C:11]([CH:13]=[CH:14][CH:15]=2)[NH2:12])[O:3]1.C(N(CC)CC)C.[C:24]([O:27][C:28]([CH3:33])([CH3:32])[C:29](Cl)=[O:30])(=[O:26])[CH3:25], predict the reaction product. The product is: [C:24]([O:27][C:28]([CH3:33])([CH3:32])[C:29](=[O:30])[NH:12][C:11]1[CH:13]=[CH:14][CH:15]=[C:9]([B:4]2[O:3][C:2]([CH3:16])([CH3:1])[C:6]([CH3:7])([CH3:8])[O:5]2)[CH:10]=1)(=[O:26])[CH3:25].